Dataset: Full USPTO retrosynthesis dataset with 1.9M reactions from patents (1976-2016). Task: Predict the reactants needed to synthesize the given product. Given the product [CH2:9]([C:4]1[CH:5]=[CH:6][CH:7]=[CH:8][C:3]=1[O:2][CH3:1])[CH:10]([CH3:12])[CH3:11], predict the reactants needed to synthesize it. The reactants are: [CH3:1][O:2][C:3]1[CH:8]=[CH:7][CH:6]=[CH:5][C:4]=1[CH:9]=[C:10]([CH3:12])[CH3:11].